Dataset: Reaction yield outcomes from USPTO patents with 853,638 reactions. Task: Predict the reaction yield, written as a fraction of the theoretical maximum amount of product (1.0 means a 100% yield; for example, 0.34 means a 34% yield). (1) The reactants are [H-].[Na+].[CH3:3][C:4]1[C:5]([OH:14])=[N:6][C:7]([CH3:13])=[C:8]([N+:10]([O-:12])=[O:11])[CH:9]=1.[F-].[Cs+].FS([C:21]([F:30])([F:29])C(O[Si](C)(C)C)=O)(=O)=O. No catalyst specified. The product is [F:29][CH:21]([F:30])[O:14][C:5]1[C:4]([CH3:3])=[CH:9][C:8]([N+:10]([O-:12])=[O:11])=[C:7]([CH3:13])[N:6]=1. The yield is 0.920. (2) The reactants are [CH3:1][N:2]([C:4]([N:6]=[C:7]([NH2:9])[NH2:8])=[NH:5])[CH3:3].Cl.[OH-].[K+]. The catalyst is C(O)(C)C. The product is [CH3:1][N:2]([C:4]([NH:6][C:7]([NH2:9])=[NH:8])=[NH:5])[CH3:3]. The yield is 0.985. (3) The reactants are Cl[C:2]1[CH:8]=[C:7]([C:9]([F:12])([F:11])[F:10])[CH:6]=[CH:5][C:3]=1[NH2:4].[C:13](=[S:18])(OCC)[S-].[K+].[ClH:20]. The catalyst is CN(C=O)C. The product is [Cl:20][C:13]1[S:18][C:2]2[CH:8]=[C:7]([C:9]([F:12])([F:11])[F:10])[CH:6]=[CH:5][C:3]=2[N:4]=1. The yield is 0.990. (4) The reactants are [N:1]1([C:7]2[CH:12]=[CH:11][C:10]([S:13]([NH:16][C:17]3[S:21][N:20]=[CH:19][N:18]=3)(=[O:15])=[O:14])=[CH:9][CH:8]=2)[CH2:6][CH2:5][NH:4][CH2:3][CH2:2]1.[Cl:22][C:23]1[CH:24]=[C:25]2[C:30](=[CH:31][CH:32]=1)[N:29]([C@H:33]([CH3:37])[C:34](O)=[O:35])[CH2:28][CH2:27][CH2:26]2.CN(C(ON1N=NC2C=CC=NC1=2)=[N+](C)C)C.F[P-](F)(F)(F)(F)F.C(=O)(O)[O-].[Na+]. The catalyst is C(Cl)Cl.CN(C=O)C. The product is [Cl:22][C:23]1[CH:24]=[C:25]2[C:30](=[CH:31][CH:32]=1)[N:29]([C@H:33]([CH3:37])[C:34]([N:4]1[CH2:5][CH2:6][N:1]([C:7]3[CH:8]=[CH:9][C:10]([S:13]([NH:16][C:17]4[S:21][N:20]=[CH:19][N:18]=4)(=[O:15])=[O:14])=[CH:11][CH:12]=3)[CH2:2][CH2:3]1)=[O:35])[CH2:28][CH2:27][CH2:26]2. The yield is 0.610. (5) The reactants are [CH3:1][N:2]1[C:6]([C@:7]23[CH2:16][CH2:15][CH2:14][CH2:13][C@H:8]2[O:9]C(=O)O3)=[CH:5][CH:4]=[N:3]1. The catalyst is [C].[Pd].C1COCC1. The product is [CH3:1][N:2]1[C:6]([C@H:7]2[CH2:16][CH2:15][CH2:14][CH2:13][C@H:8]2[OH:9])=[CH:5][CH:4]=[N:3]1. The yield is 0.220. (6) The catalyst is O1CCCC1. The yield is 0.950. The product is [Cl:1][C:2]1[CH:3]=[C:4]([C:9]2[O:13][N:12]=[CH:11][C:10]=2[CH2:14][OH:15])[CH:5]=[CH:6][C:7]=1[F:8]. The reactants are [Cl:1][C:2]1[CH:3]=[C:4]([C:9]2[O:13][N:12]=[CH:11][C:10]=2[C:14](OCC)=[O:15])[CH:5]=[CH:6][C:7]=1[F:8].[H-].C([Al+]CC(C)C)C(C)C.Cl. (7) The reactants are [Br:1][C:2]1[CH:3]=[C:4]([CH:6]=[C:7]([F:9])[CH:8]=1)[NH2:5].[C:10](Cl)(=[O:19])[CH:11]=[CH:12][C:13]1[CH:18]=[CH:17][CH:16]=[CH:15][CH:14]=1.N1C(C)=CC=CC=1C.BrC1C=C(NC(=O)/C=C/C2C=CC=CC=2)C=CC=1. No catalyst specified. The product is [Br:1][C:2]1[CH:3]=[C:4]([NH:5][C:10](=[O:19])/[CH:11]=[CH:12]/[C:13]2[CH:18]=[CH:17][CH:16]=[CH:15][CH:14]=2)[CH:6]=[C:7]([F:9])[CH:8]=1. The yield is 0.850.